This data is from Forward reaction prediction with 1.9M reactions from USPTO patents (1976-2016). The task is: Predict the product of the given reaction. (1) Given the reactants CC(C)([O-])C.[K+].[C:7]1([S:13]([CH2:16][CH2:17][SH:18])(=[O:15])=[O:14])[CH:12]=[CH:11][CH:10]=[CH:9][CH:8]=1.Cl[C:20]1[N:34]=[C:33]([CH3:35])[CH:32]=[CH:31][C:21]=1[C:22]([NH:24][CH2:25][C:26]1[S:27][CH:28]=[CH:29][CH:30]=1)=[O:23].CCCCCC.CC(=O)OCC, predict the reaction product. The product is: [C:7]1([S:13]([CH2:16][CH2:17][S:18][C:20]2[N:34]=[C:33]([CH3:35])[CH:32]=[CH:31][C:21]=2[C:22]([NH:24][CH2:25][C:26]2[S:27][CH:28]=[CH:29][CH:30]=2)=[O:23])(=[O:15])=[O:14])[CH:8]=[CH:9][CH:10]=[CH:11][CH:12]=1. (2) Given the reactants [ClH:1].[N:2]1([CH2:8][CH2:9][O:10][C:11]2[CH:37]=[CH:36][C:14]([O:15][C:16]3[C:25]4[C:20](=[CH:21][C:22]([O:26]C)=[CH:23][CH:24]=4)[CH:19]=[CH:18][C:17]=3[C:28]3[CH:33]=[CH:32][CH:31]=[C:30]([O:34]C)[CH:29]=3)=[CH:13][CH:12]=2)[CH2:7][CH2:6][CH2:5][CH2:4][CH2:3]1.B(Br)(Br)Br, predict the reaction product. The product is: [ClH:1].[N:2]1([CH2:8][CH2:9][O:10][C:11]2[CH:12]=[CH:13][C:14]([O:15][C:16]3[C:25]4[C:20](=[CH:21][C:22]([OH:26])=[CH:23][CH:24]=4)[CH:19]=[CH:18][C:17]=3[C:28]3[CH:33]=[CH:32][CH:31]=[C:30]([OH:34])[CH:29]=3)=[CH:36][CH:37]=2)[CH2:7][CH2:6][CH2:5][CH2:4][CH2:3]1. (3) Given the reactants [C:1]([O:5][C:6]([N:8]1[CH2:13][CH2:12][CH:11]([NH:14][C:15]2[N:20]=[CH:19][C:18](Br)=[CH:17][N:16]=2)[CH2:10][CH2:9]1)=[O:7])([CH3:4])([CH3:3])[CH3:2].B(O)(O)[C:23]1[CH:28]=[CH:27][CH:26]=[N:25][CH:24]=1.C(=O)([O-])[O-].[Na+].[Na+], predict the reaction product. The product is: [C:1]([O:5][C:6]([N:8]1[CH2:13][CH2:12][CH:11]([NH:14][C:15]2[N:20]=[CH:19][C:18]([C:23]3[CH:24]=[N:25][CH:26]=[CH:27][CH:28]=3)=[CH:17][N:16]=2)[CH2:10][CH2:9]1)=[O:7])([CH3:4])([CH3:3])[CH3:2]. (4) Given the reactants [NH2:1][C:2]1[CH:3]=[C:4]([CH:21]=[CH:22][C:23]=1[O:24][CH:25]1[CH2:27][CH2:26]1)[C:5]([NH:7][C:8]1[CH:9]=[N:10][C:11]([C:14]2[CH:19]=[CH:18][CH:17]=[CH:16][C:15]=2[F:20])=[CH:12][CH:13]=1)=[O:6].[N:28]1([CH2:33][C:34](O)=[O:35])[CH:32]=[CH:31][CH:30]=[N:29]1.C1CN([P+](ON2N=NC3C=CC=CC2=3)(N2CCCC2)N2CCCC2)CC1.F[P-](F)(F)(F)(F)F.C(N(C(C)C)C(C)C)C, predict the reaction product. The product is: [CH:25]1([O:24][C:23]2[CH:22]=[CH:21][C:4]([C:5]([NH:7][C:8]3[CH:9]=[N:10][C:11]([C:14]4[CH:19]=[CH:18][CH:17]=[CH:16][C:15]=4[F:20])=[CH:12][CH:13]=3)=[O:6])=[CH:3][C:2]=2[NH:1][C:34](=[O:35])[CH2:33][N:28]2[CH:32]=[CH:31][CH:30]=[N:29]2)[CH2:26][CH2:27]1. (5) Given the reactants [F:1][C:2]1[CH:36]=[CH:35][CH:34]=[C:33]([F:37])[C:3]=1[CH2:4][C:5]1[CH:10]=[CH:9][CH:8]=[C:7]([O:11][CH3:12])[C:6]=1[N:13]([S:20]([C:23]1[CH:28]=[CH:27][C:26]([O:29][CH3:30])=[C:25]([O:31][CH3:32])[CH:24]=1)(=[O:22])=[O:21])[C@@H:14]([C:16]([O:18]C)=[O:17])[CH3:15].O.[OH-].[Li+], predict the reaction product. The product is: [F:1][C:2]1[CH:36]=[CH:35][CH:34]=[C:33]([F:37])[C:3]=1[CH2:4][C:5]1[CH:10]=[CH:9][CH:8]=[C:7]([O:11][CH3:12])[C:6]=1[N:13]([S:20]([C:23]1[CH:28]=[CH:27][C:26]([O:29][CH3:30])=[C:25]([O:31][CH3:32])[CH:24]=1)(=[O:22])=[O:21])[C@@H:14]([C:16]([OH:18])=[O:17])[CH3:15].